Dataset: Full USPTO retrosynthesis dataset with 1.9M reactions from patents (1976-2016). Task: Predict the reactants needed to synthesize the given product. (1) Given the product [F:26][C:24]1[CH:23]=[N:22][CH:21]=[C:20]([CH2:19][N:16]([C:13]2[CH:14]=[CH:15][C:10]([F:9])=[CH:11][CH:12]=2)[NH2:17])[CH:25]=1, predict the reactants needed to synthesize it. The reactants are: C(N(CC)CC)C.Cl.[F:9][C:10]1[CH:15]=[CH:14][C:13]([NH:16][NH2:17])=[CH:12][CH:11]=1.Br[CH2:19][C:20]1[CH:21]=[N:22][CH:23]=[C:24]([F:26])[CH:25]=1. (2) Given the product [C:1]([O:5][C:6]([N:8]1[CH2:13][CH2:12][CH:11]([C:14]#[C:15][C:24]2[CH:25]=[C:26]3[C:21](=[CH:22][CH:23]=2)[N:20]=[CH:19][N:18]=[C:17]3[Cl:16])[CH2:10][CH2:9]1)=[O:7])([CH3:4])([CH3:3])[CH3:2], predict the reactants needed to synthesize it. The reactants are: [C:1]([O:5][C:6]([N:8]1[CH2:13][CH2:12][CH:11]([C:14]#[CH:15])[CH2:10][CH2:9]1)=[O:7])([CH3:4])([CH3:3])[CH3:2].[Cl:16][C:17]1[C:26]2[C:21](=[CH:22][CH:23]=[C:24](I)[CH:25]=2)[N:20]=[CH:19][N:18]=1.C(NC(C)C)(C)C. (3) Given the product [F:1][C:2]1[CH:7]=[CH:6][CH:5]=[CH:4][C:3]=1[C:8]12[CH2:16][N:15]([C:17]3[N:22]=[CH:21][C:20]([F:23])=[CH:19][N:18]=3)[CH2:14][CH:13]1[CH2:12][S:11][C:10]([NH2:24])=[N:9]2, predict the reactants needed to synthesize it. The reactants are: [F:1][C:2]1[CH:7]=[CH:6][CH:5]=[CH:4][C:3]=1[C:8]12[CH2:16][N:15]([C:17]3[N:22]=[CH:21][C:20]([F:23])=[CH:19][N:18]=3)[CH2:14][CH:13]1[CH2:12][S:11][C:10]([NH:24]C(=O)C1C=CC=CC=1)=[N:9]2.[OH-].[Li+]. (4) Given the product [Br:1][C:2]1[CH:3]=[CH:4][C:5]([S:8]([NH:16][C:12]([CH3:15])([CH3:14])[CH3:13])(=[O:10])=[O:9])=[N:6][CH:7]=1, predict the reactants needed to synthesize it. The reactants are: [Br:1][C:2]1[CH:3]=[CH:4][C:5]([S:8](Cl)(=[O:10])=[O:9])=[N:6][CH:7]=1.[C:12]([NH2:16])([CH3:15])([CH3:14])[CH3:13].O. (5) Given the product [CH3:22][O:23][CH:8]1[O:7][C:6](=[O:15])[CH:5]=[C:4]1[CH:3]=[C:2]([CH3:1])[CH3:16], predict the reactants needed to synthesize it. The reactants are: [CH3:1][C:2]([CH3:16])=[CH:3][C:4]1[CH:8](N2CCOCC2)[O:7][C:6](=[O:15])[CH:5]=1.OS(O)(=O)=O.[CH3:22][OH:23]. (6) Given the product [Br:18][CH2:19][CH2:20][CH2:21][CH2:22][O:1][C:2]1[CH:10]=[C:9]2[C:5]([CH:6]=[N:7][N:8]2[C:11]([O:13][C:14]([CH3:17])([CH3:16])[CH3:15])=[O:12])=[CH:4][CH:3]=1, predict the reactants needed to synthesize it. The reactants are: [OH:1][C:2]1[CH:10]=[C:9]2[C:5]([CH:6]=[N:7][N:8]2[C:11]([O:13][C:14]([CH3:17])([CH3:16])[CH3:15])=[O:12])=[CH:4][CH:3]=1.[Br:18][CH2:19][CH2:20][CH2:21][CH2:22]Br.C(=O)([O-])[O-].[K+].[K+].